From a dataset of Peptide-MHC class I binding affinity with 185,985 pairs from IEDB/IMGT. Regression. Given a peptide amino acid sequence and an MHC pseudo amino acid sequence, predict their binding affinity value. This is MHC class I binding data. The peptide sequence is NIVTSLAIK. The MHC is HLA-A31:01 with pseudo-sequence HLA-A31:01. The binding affinity (normalized) is 0.138.